The task is: Regression. Given two drug SMILES strings and cell line genomic features, predict the synergy score measuring deviation from expected non-interaction effect.. This data is from NCI-60 drug combinations with 297,098 pairs across 59 cell lines. Drug 1: C1C(C(OC1N2C=NC3=C(N=C(N=C32)Cl)N)CO)O. Drug 2: CC1CCCC2(C(O2)CC(NC(=O)CC(C(C(=O)C(C1O)C)(C)C)O)C(=CC3=CSC(=N3)C)C)C. Cell line: UO-31. Synergy scores: CSS=44.9, Synergy_ZIP=0.781, Synergy_Bliss=-0.210, Synergy_Loewe=-4.18, Synergy_HSA=1.35.